Dataset: Forward reaction prediction with 1.9M reactions from USPTO patents (1976-2016). Task: Predict the product of the given reaction. (1) The product is: [F:22][C:23]1[N:28]=[C:27]([O:29][CH:30]2[CH2:35][CH2:34][CH2:33][N:32]([CH3:36])[CH2:31]2)[N:26]=[C:25]([NH:37][C:2]2[CH:11]=[CH:10][C:9]3[C:8]4[C:12]5[NH:19][CH2:18][C@@H:17]([CH3:20])[NH:16][C:15](=[O:21])[C:13]=5[S:14][C:7]=4[CH:6]=[CH:5][C:4]=3[N:3]=2)[CH:24]=1. Given the reactants Cl[C:2]1[CH:11]=[CH:10][C:9]2[C:8]3[C:12]4[NH:19][CH2:18][C@@H:17]([CH3:20])[NH:16][C:15](=[O:21])[C:13]=4[S:14][C:7]=3[CH:6]=[CH:5][C:4]=2[N:3]=1.[F:22][C:23]1[N:28]=[C:27]([O:29][CH:30]2[CH2:35][CH2:34][CH2:33][N:32]([CH3:36])[CH2:31]2)[N:26]=[C:25]([NH2:37])[CH:24]=1.C(=O)([O-])[O-].[Cs+].[Cs+].CC1(C)C2C(=C(P(C3C=CC=CC=3)C3C=CC=CC=3)C=CC=2)OC2C(P(C3C=CC=CC=3)C3C=CC=CC=3)=CC=CC1=2, predict the reaction product. (2) Given the reactants [NH2:1][C:2]([C:4]1[O:8][N:7]=[C:6]([N:9]2[CH2:14][CH2:13][N:12]([C:15]([O:17][CH2:18][C:19]3[CH:24]=[CH:23][CH:22]=[CH:21][CH:20]=3)=[O:16])[CH2:11][CH2:10]2)[CH:5]=1)=O.C(N(CC)CC)C.C(OC(C(F)(F)F)=O)(C(F)(F)F)=O, predict the reaction product. The product is: [C:2]([C:4]1[O:8][N:7]=[C:6]([N:9]2[CH2:14][CH2:13][N:12]([C:15]([O:17][CH2:18][C:19]3[CH:24]=[CH:23][CH:22]=[CH:21][CH:20]=3)=[O:16])[CH2:11][CH2:10]2)[CH:5]=1)#[N:1]. (3) Given the reactants [F:1][C:2]1[CH:7]=[CH:6][C:5]([C:8]2[C:9]([C:21]3[CH:26]=[CH:25][CH:24]=[CH:23][CH:22]=3)=[C:10]([C:18](O)=[O:19])[N:11]([CH:15]([CH3:17])[CH3:16])[C:12]=2[CH:13]=[O:14])=[CH:4][CH:3]=1.[S:27]([C:31]1[CH:32]=[C:33]([CH:35]=[CH:36][CH:37]=1)[NH2:34])(=[O:30])(=[O:29])[NH2:28].C(N(CC)CC)C, predict the reaction product. The product is: [S:27]([C:31]1[CH:32]=[C:33]([NH:34][C:18]([C:10]2[N:11]([CH:15]([CH3:16])[CH3:17])[C:12]([CH:13]=[O:14])=[C:8]([C:5]3[CH:6]=[CH:7][C:2]([F:1])=[CH:3][CH:4]=3)[C:9]=2[C:21]2[CH:22]=[CH:23][CH:24]=[CH:25][CH:26]=2)=[O:19])[CH:35]=[CH:36][CH:37]=1)(=[O:29])(=[O:30])[NH2:28]. (4) Given the reactants [F:1][C:2]1[CH:7]=[C:6]([F:8])[CH:5]=[CH:4][C:3]=1[CH2:9][C:10]([NH:12][NH2:13])=[O:11].CCN(C(C)C)C(C)C.[Cl:23][CH2:24][CH2:25][CH2:26][C:27](Cl)=O.Cl, predict the reaction product. The product is: [Cl:23][CH2:24][CH2:25][CH2:26][C:27]1[O:11][C:10]([CH2:9][C:3]2[CH:4]=[CH:5][C:6]([F:8])=[CH:7][C:2]=2[F:1])=[N:12][N:13]=1. (5) Given the reactants Br[C:2]1[C:3]([N:22]2[CH2:28][CH2:27][CH2:26][NH:25][CH2:24][CH2:23]2)=[N:4][CH:5]=[C:6]([CH:21]=1)[C:7]([NH:9][C:10]1[CH:15]=[CH:14][C:13]([O:16][C:17]([F:20])([F:19])[F:18])=[CH:12][CH:11]=1)=[O:8].[N:29]1[CH:34]=[CH:33][CH:32]=[C:31](B(O)O)[CH:30]=1.C([O-])([O-])=O.[Na+].[Na+].CCO, predict the reaction product. The product is: [N:22]1([C:3]2[C:2]([C:31]3[CH:30]=[N:29][CH:34]=[CH:33][CH:32]=3)=[CH:21][C:6]([C:7]([NH:9][C:10]3[CH:15]=[CH:14][C:13]([O:16][C:17]([F:20])([F:19])[F:18])=[CH:12][CH:11]=3)=[O:8])=[CH:5][N:4]=2)[CH2:28][CH2:27][CH2:26][NH:25][CH2:24][CH2:23]1.